Dataset: Forward reaction prediction with 1.9M reactions from USPTO patents (1976-2016). Task: Predict the product of the given reaction. (1) Given the reactants [Br:1][C:2]1[CH:3]=[C:4]2[NH:10][CH2:9][C:8]3([CH2:15][CH2:14][O:13][CH2:12][CH2:11]3)[C:5]2=[N:6][CH:7]=1.[C:16](O[C:16]([O:18][C:19]([CH3:22])([CH3:21])[CH3:20])=[O:17])([O:18][C:19]([CH3:22])([CH3:21])[CH3:20])=[O:17].C(N(CC)CC)C, predict the reaction product. The product is: [Br:1][C:2]1[CH:3]=[C:4]2[N:10]([C:16]([O:18][C:19]([CH3:22])([CH3:21])[CH3:20])=[O:17])[CH2:9][C:8]3([CH2:15][CH2:14][O:13][CH2:12][CH2:11]3)[C:5]2=[N:6][CH:7]=1. (2) Given the reactants [CH3:1][NH:2][C:3]([C:5]1[NH:6][C:7]2[C:12]([C:13]=1[CH:14]=[CH2:15])=[CH:11][CH:10]=[CH:9][CH:8]=2)=O.[H-].[Al+3].[Li+].[H-].[H-].[H-], predict the reaction product. The product is: [CH3:1][NH:2][CH2:3][C:5]1[NH:6][C:7]2[C:12]([C:13]=1[CH:14]=[CH2:15])=[CH:11][CH:10]=[CH:9][CH:8]=2. (3) Given the reactants [C:1]([C:4]1[N:9]=[N:8][C:7]([NH:10][C@@H:11]2[CH2:16][CH2:15][CH2:14][CH2:13][C@@H:12]2[NH:17]C(=O)OC(C)(C)C)=[CH:6][C:5]=1[NH:25][C:26]1[CH:31]=[CH:30][CH:29]=[C:28]([O:32][CH2:33][CH3:34])[N:27]=1)(=[O:3])[NH2:2].FC(F)(F)C(O)=O, predict the reaction product. The product is: [NH2:17][C@H:12]1[CH2:13][CH2:14][CH2:15][CH2:16][C@H:11]1[NH:10][C:7]1[N:8]=[N:9][C:4]([C:1]([NH2:2])=[O:3])=[C:5]([NH:25][C:26]2[CH:31]=[CH:30][CH:29]=[C:28]([O:32][CH2:33][CH3:34])[N:27]=2)[CH:6]=1. (4) The product is: [CH:23]1([N:27]2[CH2:32][CH2:31][N:30]([C:33]3[N:34]=[CH:35][N:36]=[C:37]([N:39]4[C:13](=[O:15])[C:12]([N:18]5[CH:22]=[CH:21][N:20]=[CH:19]5)=[CH:11][NH:9]4)[CH:38]=3)[CH2:29][CH2:28]2)[CH2:24][CH2:25][CH2:26]1. Given the reactants FC(F)(F)C(O)=O.C[N:9]([CH:11]=[C:12]([N:18]1[CH:22]=[CH:21][N:20]=[CH:19]1)[C:13]([O:15]CC)=O)C.[CH:23]1([N:27]2[CH2:32][CH2:31][N:30]([C:33]3[CH:38]=[C:37]([NH:39]N)[N:36]=[CH:35][N:34]=3)[CH2:29][CH2:28]2)[CH2:26][CH2:25][CH2:24]1, predict the reaction product. (5) Given the reactants [CH2:1]([NH:3][C:4]([NH:6][C:7]1[CH:12]=[CH:11][C:10]([C:13]2[N:14]=[C:15]([N:23]3[CH2:28][CH2:27][O:26][CH2:25][C@@H:24]3[CH3:29])[C:16]3[CH2:22][CH2:21][NH:20][CH2:19][C:17]=3[N:18]=2)=[CH:9][CH:8]=1)=[O:5])[CH3:2].C(N(CC)C(C)C)(C)C.Br[CH2:40][CH2:41][O:42][Si](C(C)(C)C)(C)C, predict the reaction product. The product is: [CH2:1]([NH:3][C:4]([NH:6][C:7]1[CH:8]=[CH:9][C:10]([C:13]2[N:14]=[C:15]([N:23]3[CH2:28][CH2:27][O:26][CH2:25][C@@H:24]3[CH3:29])[C:16]3[CH2:22][CH2:21][N:20]([CH2:40][CH2:41][OH:42])[CH2:19][C:17]=3[N:18]=2)=[CH:11][CH:12]=1)=[O:5])[CH3:2]. (6) Given the reactants [Cl:1][C:2]1[C:3](F)=[CH:4][C:5]([F:29])=[C:6]([S:8]([N:11](CC2C=CC(OC)=CC=2OC)[C:12]2[N:17]=[CH:16][CH:15]=[CH:14][N:13]=2)(=[O:10])=[O:9])[CH:7]=1.[C:31]([C:33]1[CH:34]=[C:35]([OH:40])[CH:36]=[CH:37][C:38]=1[F:39])#[N:32], predict the reaction product. The product is: [Cl:1][C:2]1[C:3]([O:40][C:35]2[CH:36]=[CH:37][C:38]([F:39])=[C:33]([C:31]#[N:32])[CH:34]=2)=[CH:4][C:5]([F:29])=[C:6]([S:8]([NH:11][C:12]2[N:13]=[CH:14][CH:15]=[CH:16][N:17]=2)(=[O:9])=[O:10])[CH:7]=1.